From a dataset of NCI-60 drug combinations with 297,098 pairs across 59 cell lines. Regression. Given two drug SMILES strings and cell line genomic features, predict the synergy score measuring deviation from expected non-interaction effect. (1) Drug 1: C1CCN(CC1)CCOC2=CC=C(C=C2)C(=O)C3=C(SC4=C3C=CC(=C4)O)C5=CC=C(C=C5)O. Drug 2: C1=CC=C(C(=C1)C(C2=CC=C(C=C2)Cl)C(Cl)Cl)Cl. Cell line: DU-145. Synergy scores: CSS=9.36, Synergy_ZIP=-3.18, Synergy_Bliss=2.01, Synergy_Loewe=-0.651, Synergy_HSA=-0.429. (2) Drug 1: CC(C)NC(=O)C1=CC=C(C=C1)CNNC.Cl. Drug 2: C1C(C(OC1N2C=NC(=NC2=O)N)CO)O. Cell line: SF-268. Synergy scores: CSS=-0.561, Synergy_ZIP=-2.18, Synergy_Bliss=-5.07, Synergy_Loewe=-8.25, Synergy_HSA=-5.07. (3) Drug 1: CC1OCC2C(O1)C(C(C(O2)OC3C4COC(=O)C4C(C5=CC6=C(C=C35)OCO6)C7=CC(=C(C(=C7)OC)O)OC)O)O. Drug 2: CC1C(C(CC(O1)OC2CC(CC3=C2C(=C4C(=C3O)C(=O)C5=CC=CC=C5C4=O)O)(C(=O)C)O)N)O. Cell line: HCC-2998. Synergy scores: CSS=74.8, Synergy_ZIP=-5.62, Synergy_Bliss=-1.39, Synergy_Loewe=-0.112, Synergy_HSA=1.57. (4) Drug 1: CC(C1=C(C=CC(=C1Cl)F)Cl)OC2=C(N=CC(=C2)C3=CN(N=C3)C4CCNCC4)N. Drug 2: CC12CCC3C(C1CCC2O)C(CC4=C3C=CC(=C4)O)CCCCCCCCCS(=O)CCCC(C(F)(F)F)(F)F. Cell line: DU-145. Synergy scores: CSS=9.21, Synergy_ZIP=1.77, Synergy_Bliss=7.15, Synergy_Loewe=5.06, Synergy_HSA=5.05. (5) Drug 1: C1=CN(C(=O)N=C1N)C2C(C(C(O2)CO)O)O.Cl. Drug 2: CCCCCOC(=O)NC1=NC(=O)N(C=C1F)C2C(C(C(O2)C)O)O. Cell line: IGROV1. Synergy scores: CSS=3.39, Synergy_ZIP=-1.60, Synergy_Bliss=0.825, Synergy_Loewe=-5.98, Synergy_HSA=-1.64. (6) Drug 1: CCC1=C2CN3C(=CC4=C(C3=O)COC(=O)C4(CC)O)C2=NC5=C1C=C(C=C5)O. Drug 2: CCN(CC)CCNC(=O)C1=C(NC(=C1C)C=C2C3=C(C=CC(=C3)F)NC2=O)C. Cell line: SR. Synergy scores: CSS=47.6, Synergy_ZIP=-0.867, Synergy_Bliss=-3.50, Synergy_Loewe=-3.65, Synergy_HSA=-1.14. (7) Drug 1: C1CCC(C1)C(CC#N)N2C=C(C=N2)C3=C4C=CNC4=NC=N3. Drug 2: C1=NC2=C(N=C(N=C2N1C3C(C(C(O3)CO)O)F)Cl)N. Cell line: SW-620. Synergy scores: CSS=33.2, Synergy_ZIP=1.25, Synergy_Bliss=0.639, Synergy_Loewe=-7.73, Synergy_HSA=-0.849. (8) Drug 1: CN(C)C1=NC(=NC(=N1)N(C)C)N(C)C. Drug 2: C1=NC2=C(N=C(N=C2N1C3C(C(C(O3)CO)O)O)F)N. Cell line: LOX IMVI. Synergy scores: CSS=-0.809, Synergy_ZIP=-0.224, Synergy_Bliss=-1.15, Synergy_Loewe=-4.01, Synergy_HSA=-4.01. (9) Drug 1: CC(C)NC(=O)C1=CC=C(C=C1)CNNC.Cl. Drug 2: C1C(C(OC1N2C=NC(=NC2=O)N)CO)O. Cell line: EKVX. Synergy scores: CSS=6.49, Synergy_ZIP=-2.27, Synergy_Bliss=-0.635, Synergy_Loewe=1.71, Synergy_HSA=0.200.